Dataset: Reaction yield outcomes from USPTO patents with 853,638 reactions. Task: Predict the reaction yield, written as a fraction of the theoretical maximum amount of product (1.0 means a 100% yield; for example, 0.34 means a 34% yield). (1) The reactants are [CH2:1]([O:15][CH:16]([CH2:29][O:30][CH2:31][CH2:32][CH2:33][CH2:34][CH2:35][CH2:36][CH2:37][CH2:38][CH2:39][CH2:40][CH2:41][CH2:42][CH2:43][CH3:44])[CH2:17]N1C(=O)C2=CC=CC=C2C1=O)[CH2:2][CH2:3][CH2:4][CH2:5][CH2:6][CH2:7][CH2:8][CH2:9][CH2:10][CH2:11][CH2:12][CH2:13][CH3:14].O.[NH2:46]N. The catalyst is C(O)C. The product is [CH2:31]([O:30][CH:29]([NH2:46])[CH:16]([O:15][CH2:1][CH2:2][CH2:3][CH2:4][CH2:5][CH2:6][CH2:7][CH2:8][CH2:9][CH2:10][CH2:11][CH2:12][CH2:13][CH3:14])[CH3:17])[CH2:32][CH2:33][CH2:34][CH2:35][CH2:36][CH2:37][CH2:38][CH2:39][CH2:40][CH2:41][CH2:42][CH2:43][CH3:44]. The yield is 0.897. (2) The reactants are [C:1]([C:4]1[CH:5]=[C:6]([CH:11]=[C:12]([C:14](=[O:25])[NH:15][CH:16]([C:18]2[CH:23]=[CH:22][C:21]([F:24])=[CH:20][CH:19]=2)[CH3:17])[CH:13]=1)[C:7]([O:9]C)=[O:8])(=[O:3])[CH3:2].CO.O.[Li+].[OH-]. The catalyst is C1COCC1. The product is [C:1]([C:4]1[CH:5]=[C:6]([CH:11]=[C:12]([C:14](=[O:25])[NH:15][CH:16]([C:18]2[CH:19]=[CH:20][C:21]([F:24])=[CH:22][CH:23]=2)[CH3:17])[CH:13]=1)[C:7]([OH:9])=[O:8])(=[O:3])[CH3:2]. The yield is 0.960. (3) The reactants are [CH3:1][O:2][C:3]([C:5]1([C:8]2[CH:13]=[C:12]([I:14])[C:11]([OH:15])=[C:10]([I:16])[CH:9]=2)[CH2:7][CH2:6]1)=[O:4].Cl[CH2:18][C:19]([CH3:21])=[CH2:20].C([O-])([O-])=O.[K+].[K+]. The catalyst is CC(C)=O.[Na+].[I-]. The yield is 0.970. The product is [CH3:1][O:2][C:3]([C:5]1([C:8]2[CH:9]=[C:10]([I:16])[C:11]([O:15][CH2:20][C:19]([CH3:21])=[CH2:18])=[C:12]([I:14])[CH:13]=2)[CH2:7][CH2:6]1)=[O:4].